From a dataset of Forward reaction prediction with 1.9M reactions from USPTO patents (1976-2016). Predict the product of the given reaction. (1) Given the reactants Br.[N:2]1([CH2:7][CH:8]2[CH2:17][CH2:16][C:15]3[CH:14]=[C:13]([OH:18])[CH:12]=[CH:11][C:10]=3[CH2:9]2)[CH2:6][CH2:5][CH2:4][CH2:3]1.[H-].[Na+].Cl.[CH3:22][N:23]([CH2:25][CH2:26][CH2:27][Cl:28])[CH3:24].Cl, predict the reaction product. The product is: [ClH:28].[N:2]1([CH2:7][CH:8]2[CH2:17][CH2:16][C:15]3[CH:14]=[C:13]([O:18][CH2:27][CH2:26][CH2:25][N:23]([CH3:24])[CH3:22])[CH:12]=[CH:11][C:10]=3[CH2:9]2)[CH2:6][CH2:5][CH2:4][CH2:3]1. (2) Given the reactants [C@H:1]([O:5][C:6]([NH:8][C:9]1[N:13]([CH3:14])[N:12]=[CH:11][C:10]=1[C:15]1[CH:20]=[CH:19][C:18]([C:21]2[CH:26]=[CH:25][C:24]([C:27]3([C:30]([O:32]C)=[O:31])[CH2:29][CH2:28]3)=[CH:23][CH:22]=2)=[CH:17][CH:16]=1)=[O:7])([CH2:3][CH3:4])[CH3:2].O1CCCC1.[OH-].[Na+], predict the reaction product. The product is: [C@H:1]([O:5][C:6]([NH:8][C:9]1[N:13]([CH3:14])[N:12]=[CH:11][C:10]=1[C:15]1[CH:20]=[CH:19][C:18]([C:21]2[CH:22]=[CH:23][C:24]([C:27]3([C:30]([OH:32])=[O:31])[CH2:28][CH2:29]3)=[CH:25][CH:26]=2)=[CH:17][CH:16]=1)=[O:7])([CH2:3][CH3:4])[CH3:2]. (3) The product is: [CH2:30]([N:6]([CH2:4][CH3:5])[C:7](=[O:29])[CH2:8][CH2:9][C:10]1[C:18]2[N:17]([C:19]3[CH:20]=[CH:21][CH:22]=[CH:23][CH:24]=3)[CH:16]=[N:15][C:14]=2[CH:13]=[C:12]([C:25]([F:27])([F:28])[F:26])[CH:11]=1)[CH3:31]. Given the reactants C([O-])=O.[CH2:4]([N:6]([CH2:30][CH3:31])[C:7](=[O:29])[CH:8]=[CH:9][C:10]1[C:18]2[N:17]([C:19]3[CH:24]=[CH:23][CH:22]=[CH:21][CH:20]=3)[CH:16]=[N:15][C:14]=2[CH:13]=[C:12]([C:25]([F:28])([F:27])[F:26])[CH:11]=1)[CH3:5], predict the reaction product. (4) Given the reactants [Cu-:1]=O.O.[F:4][B-:5]([F:8])([F:7])[F:6].[H+].[C:10](#[N:12])[CH3:11], predict the reaction product. The product is: [B-:5]([F:8])([F:7])([F:6])[F:4].[CH3:11][C:10]#[N:12].[CH3:11][C:10]#[N:12].[CH3:11][C:10]#[N:12].[CH3:11][C:10]#[N:12].[Cu+:1].